The task is: Predict the reaction yield, written as a fraction of the theoretical maximum amount of product (1.0 means a 100% yield; for example, 0.34 means a 34% yield).. This data is from Reaction yield outcomes from USPTO patents with 853,638 reactions. (1) The reactants are [Cl:1][C:2]1[CH:3]=[C:4]([NH:10][C:11]2[N:16]=[C:15](Cl)[N:14]=[C:13]([Cl:18])[N:12]=2)[CH:5]=[CH:6][C:7]=1[O:8][CH3:9].[CH:19]1([NH2:26])[CH2:25][CH2:24][CH2:23][CH2:22][CH2:21][CH2:20]1.O.[OH-].[Na+]. The catalyst is CC(C)=O.C(OCC)(=O)C. The product is [Cl:18][C:13]1[N:12]=[C:11]([NH:10][C:4]2[CH:5]=[CH:6][C:7]([O:8][CH3:9])=[C:2]([Cl:1])[CH:3]=2)[N:16]=[C:15]([NH:26][CH:19]2[CH2:25][CH2:24][CH2:23][CH2:22][CH2:21][CH2:20]2)[N:14]=1. The yield is 0.705. (2) The reactants are [NH2:1][C:2]1[CH:3]=[C:4]([S:8]([NH:11][CH2:12][CH2:13][CH2:14][NH:15][C:16]2[C:21]([I:22])=[CH:20][N:19]=[C:18](Cl)[N:17]=2)(=[O:10])=[O:9])[CH:5]=[CH:6][CH:7]=1.C(#N)C.O. The catalyst is C(#N)C.O.CC(O)CC.O1CCOCC1. The product is [I:22][C:21]1[CH:20]=[N:19][C:18]2[NH:1][C:2]3[CH:7]=[CH:6][CH:5]=[C:4]([CH:3]=3)[S:8](=[O:10])(=[O:9])[NH:11][CH2:12][CH2:13][CH2:14][NH:15][C:16]=1[N:17]=2. The yield is 0.790.